From a dataset of Forward reaction prediction with 1.9M reactions from USPTO patents (1976-2016). Predict the product of the given reaction. (1) Given the reactants C(N(CC)CC)C.FC(F)(F)S(O[C:14]1[C:23]2[C:18](=[CH:19][CH:20]=[C:21]([Br:24])[CH:22]=2)[O:17][C:16]([CH3:26])([CH3:25])[CH:15]=1)(=O)=O.[CH2:29]([O:32][CH3:33])[C:30]#[CH:31], predict the reaction product. The product is: [Br:24][C:21]1[CH:22]=[C:23]2[C:18](=[CH:19][CH:20]=1)[O:17][C:16]([CH3:26])([CH3:25])[CH:15]=[C:14]2[C:31]#[C:30][CH2:29][O:32][CH3:33]. (2) The product is: [CH3:22][S:23]([O:14][CH:11]1[CH2:12][CH2:13][N:8]([C:1]([O:3][C:4]([CH3:7])([CH3:6])[CH3:5])=[O:2])[CH2:9][CH2:10]1)(=[O:25])=[O:24]. Given the reactants [C:1]([N:8]1[CH2:13][CH2:12][CH:11]([OH:14])[CH2:10][CH2:9]1)([O:3][C:4]([CH3:7])([CH3:6])[CH3:5])=[O:2].CCN(CC)CC.[CH3:22][S:23](Cl)(=[O:25])=[O:24], predict the reaction product. (3) The product is: [Br:1][C:2]1[CH:7]=[CH:6][N:5]([CH2:14][CH2:15][CH:16]([CH3:18])[CH3:17])[C:4](=[O:8])[CH:3]=1. Given the reactants [Br:1][C:2]1[CH:7]=[CH:6][N:5]=[C:4]([OH:8])[CH:3]=1.[H-].[Na+].[Br-].[Li+].Br[CH2:14][CH2:15][CH:16]([CH3:18])[CH3:17], predict the reaction product. (4) Given the reactants Br[C:2]1[N:11]=[C:10]([C:12]([O:14][CH3:15])=[O:13])[C:9]([O:16][S:17]([C:20]2[CH:25]=[CH:24][C:23]([CH3:26])=[CH:22][CH:21]=2)(=[O:19])=[O:18])=[C:8]2[C:3]=1[CH:4]=[CH:5][CH:6]=[N:7]2.[S:27]1(=[O:34])(=[O:33])[CH2:32][CH2:31][CH2:30][CH2:29][NH:28]1.N1C=CC=CC=1C1C=CC=CN=1.O.C(N(CC(O)=O)CC(O)=O)CN(CC(O)=O)CC(O)=O, predict the reaction product. The product is: [O:33]=[S:27]1(=[O:34])[CH2:32][CH2:31][CH2:30][CH2:29][N:28]1[C:2]1[N:11]=[C:10]([C:12]([O:14][CH3:15])=[O:13])[C:9]([O:16][S:17]([C:20]2[CH:25]=[CH:24][C:23]([CH3:26])=[CH:22][CH:21]=2)(=[O:19])=[O:18])=[C:8]2[C:3]=1[CH:4]=[CH:5][CH:6]=[N:7]2. (5) Given the reactants [CH2:1]([C@:3]12[CH2:17][CH2:16][C:11]3([O:15][CH2:14][CH2:13][O:12]3)[CH2:10][C@H:9]1[CH2:8][CH2:7][O:6][C:5]1[CH:18]=[C:19]([C:22]([O:24]C)=O)[CH:20]=[CH:21][C:4]2=1)[CH3:2].[CH2:26]([C@@:28]12[CH2:42][CH2:41][C:36]3([O:40][CH2:39][CH2:38][O:37]3)[CH2:35][C@@H:34]1[CH2:33][CH2:32][O:31][C:30]1[CH:43]=[C:44]([C:47]([O:49]C)=O)[CH:45]=[CH:46][C:29]2=1)[CH3:27].[CH3:51][C:52]1[C:57]([NH2:58])=[CH:56][CH:55]=[CH:54][N:53]=1.[Li+].C[Si]([N-][Si](C)(C)C)(C)C.C([O-])(O)=O.[Na+], predict the reaction product. The product is: [CH2:1]([C@:3]12[CH2:17][CH2:16][C:11]3([O:12][CH2:13][CH2:14][O:15]3)[CH2:10][C@H:9]1[CH2:8][CH2:7][O:6][C:5]1[CH:18]=[C:19]([C:22]([NH:58][C:57]3[C:52]([CH3:51])=[N:53][CH:54]=[CH:55][CH:56]=3)=[O:24])[CH:20]=[CH:21][C:4]2=1)[CH3:2].[CH2:26]([C@@:28]12[CH2:42][CH2:41][C:36]3([O:37][CH2:38][CH2:39][O:40]3)[CH2:35][C@@H:34]1[CH2:33][CH2:32][O:31][C:30]1[CH:43]=[C:44]([C:47]([NH:58][C:57]3[C:52]([CH3:51])=[N:53][CH:54]=[CH:55][CH:56]=3)=[O:49])[CH:45]=[CH:46][C:29]2=1)[CH3:27]. (6) The product is: [F:30][C:10]1[CH:11]=[C:12]2[C:7](=[CH:8][CH:9]=1)[CH:6]=[C:5]([CH2:4][C:3]([OH:31])=[O:2])[CH:14]=[C:13]2[CH:15]1[CH2:16][CH2:17][N:18]([S:21]([C:24]2[CH:29]=[CH:28][CH:27]=[CH:26][N:25]=2)(=[O:22])=[O:23])[CH2:19][CH2:20]1. Given the reactants C[O:2][C:3](=[O:31])[CH2:4][C:5]1[CH:14]=[C:13]([CH:15]2[CH2:20][CH2:19][N:18]([S:21]([C:24]3[CH:29]=[CH:28][CH:27]=[CH:26][N:25]=3)(=[O:23])=[O:22])[CH2:17][CH2:16]2)[C:12]2[C:7](=[CH:8][CH:9]=[C:10]([F:30])[CH:11]=2)[CH:6]=1.O.[OH-].[Li+], predict the reaction product. (7) Given the reactants [NH2:1][C:2]1[CH:34]=[CH:33][C:5]2[N:6]=[C:7]([O:9][C:10]3[C:15]([Cl:16])=[CH:14][C:13]([NH:17][S:18]([C:21]4[CH:26]=[CH:25][C:24]([C:27]([F:30])([F:29])[F:28])=[CH:23][C:22]=4[Cl:31])(=[O:20])=[O:19])=[CH:12][C:11]=3[Cl:32])[S:8][C:4]=2[CH:3]=1.[CH3:35][S:36](Cl)(=[O:38])=[O:37], predict the reaction product. The product is: [Cl:31][C:22]1[CH:23]=[C:24]([C:27]([F:28])([F:30])[F:29])[CH:25]=[CH:26][C:21]=1[S:18]([NH:17][C:13]1[CH:14]=[C:15]([Cl:16])[C:10]([O:9][C:7]2[S:8][C:4]3[CH:3]=[C:2]([NH:1][S:36]([CH3:35])(=[O:38])=[O:37])[CH:34]=[CH:33][C:5]=3[N:6]=2)=[C:11]([Cl:32])[CH:12]=1)(=[O:20])=[O:19]. (8) Given the reactants [CH2:1]([NH2:3])[CH3:2].CS(O[CH2:9][CH2:10][C:11]1[CH:22]=[C:21]([N+:23]([O-:25])=[O:24])[CH:20]=[CH:19][C:12]=1[CH2:13]CS([O-])(=O)=O)(=O)=O.Cl, predict the reaction product. The product is: [CH2:1]([N:3]1[CH2:9][CH2:10][C:11]2[C:12](=[CH:19][CH:20]=[C:21]([N+:23]([O-:25])=[O:24])[CH:22]=2)[CH2:13]1)[CH3:2]. (9) Given the reactants [Cl:1][C:2]1[CH:7]=[CH:6][C:5]([CH2:8][N:9]([C:15]2[CH:20]=[CH:19][C:18]([C:21]#[N:22])=[CH:17][CH:16]=2)[N:10]2[CH:14]=[N:13][N:12]=[CH:11]2)=[CH:4][C:3]=1[O:23]C(=O)C1C=CC=CC=1.C[O-].[Na+], predict the reaction product. The product is: [Cl:1][C:2]1[CH:7]=[CH:6][C:5]([CH2:8][N:9]([N:10]2[CH:11]=[N:12][N:13]=[CH:14]2)[C:15]2[CH:16]=[CH:17][C:18]([C:21]#[N:22])=[CH:19][CH:20]=2)=[CH:4][C:3]=1[OH:23]. (10) Given the reactants [CH3:1][N:2]1[C:6]([NH:7][C:8](=[O:16])OC2C=CC=CC=2)=[CH:5][C:4]([C:17]([F:20])([F:19])[F:18])=[N:3]1.[CH3:21][O:22][C:23]1[CH:24]=[C:25]2[C:30](=[CH:31][C:32]=1[O:33][CH3:34])[N:29]=[CH:28][N:27]=[C:26]2[S:35][C:36]1[CH:37]=[C:38]([CH:40]=[CH:41][CH:42]=1)[NH2:39].C(N(CC)C(C)C)(C)C, predict the reaction product. The product is: [CH3:21][O:22][C:23]1[CH:24]=[C:25]2[C:30](=[CH:31][C:32]=1[O:33][CH3:34])[N:29]=[CH:28][N:27]=[C:26]2[S:35][C:36]1[CH:37]=[C:38]([NH:39][C:8]([NH:7][C:6]2[N:2]([CH3:1])[N:3]=[C:4]([C:17]([F:18])([F:19])[F:20])[CH:5]=2)=[O:16])[CH:40]=[CH:41][CH:42]=1.